This data is from Retrosynthesis with 50K atom-mapped reactions and 10 reaction types from USPTO. The task is: Predict the reactants needed to synthesize the given product. (1) Given the product OCc1cc(Br)cc2ccccc12, predict the reactants needed to synthesize it. The reactants are: COC(=O)c1cc(Br)cc2ccccc12. (2) Given the product COC(=O)c1cccc(-c2nc(-c3ccc(F)c(F)c3)cs2)c1, predict the reactants needed to synthesize it. The reactants are: COC(=O)c1cccc(C(N)=S)c1.O=C(CBr)c1ccc(F)c(F)c1. (3) Given the product Cc1ccc(S(=O)(=O)OC[C@H]2CC[C@H](C#N)CC2)cc1, predict the reactants needed to synthesize it. The reactants are: Cc1ccc(S(=O)(=O)Cl)cc1.N#CC1CCC(CO)CC1.